From a dataset of Forward reaction prediction with 1.9M reactions from USPTO patents (1976-2016). Predict the product of the given reaction. (1) Given the reactants [CH3:1][S:2]([C:5]1[CH:10]=[CH:9][C:8]([OH:11])=[C:7]([NH2:12])[CH:6]=1)(=[O:4])=[O:3].C(=O)(O)[O-].[Na+].Br[CH2:19][C:20](Br)=[O:21], predict the reaction product. The product is: [CH3:1][S:2]([C:5]1[CH:10]=[CH:9][C:8]2[O:11][CH2:19][C:20](=[O:21])[NH:12][C:7]=2[CH:6]=1)(=[O:3])=[O:4]. (2) Given the reactants Cl.Cl.[CH2:3]([O:5][C:6]1[CH:7]=[C:8]2[C:13](=[C:14]3[CH2:18][C:17]([CH3:20])([CH3:19])[O:16][C:15]=13)[C:12]([C:21]1[CH:22]=[C:23]([NH2:27])[CH:24]=[CH:25][CH:26]=1)=[N:11][C:10]([CH3:29])([CH3:28])[CH2:9]2)[CH3:4].[C:30]([NH:33][C:34]1[CH:35]=[C:36]([CH:40]=[CH:41][CH:42]=1)[C:37](O)=[O:38])(=[O:32])[CH3:31].O.ON1C2C=CC=CC=2N=N1.C(N(CC)CC)C.Cl.C(N=C=NCCCN(C)C)C, predict the reaction product. The product is: [C:30]([NH:33][C:34]1[CH:35]=[C:36]([CH:40]=[CH:41][CH:42]=1)[C:37]([NH:27][C:23]1[CH:24]=[CH:25][CH:26]=[C:21]([C:12]2[C:13]3[C:8](=[CH:7][C:6]([O:5][CH2:3][CH3:4])=[C:15]4[O:16][C:17]([CH3:20])([CH3:19])[CH2:18][C:14]4=3)[CH2:9][C:10]([CH3:28])([CH3:29])[N:11]=2)[CH:22]=1)=[O:38])(=[O:32])[CH3:31]. (3) Given the reactants [F:1][C:2]1[CH:3]=[C:4]([CH2:9][C@@H:10]([C:33]2[C:38]([C:39]3[CH:40]=[CH:41][C:42]([F:48])=[C:43]([CH:47]=3)[C:44]([NH2:46])=[O:45])=[CH:37][CH:36]=[CH:35][N:34]=2)[NH:11][C:12](=[O:32])[CH2:13][N:14]2[CH:18]=[C:17](B3OC(C)(C)C(C)(C)O3)[C:16]([C:28]([F:31])([F:30])[F:29])=[N:15]2)[CH:5]=[C:6]([F:8])[CH:7]=1.FC(F)(F)S(O[C:55]1[CH2:60][CH2:59][CH2:58][CH2:57][CH:56]=1)(=O)=O, predict the reaction product. The product is: [C:55]1([C:17]2[C:16]([C:28]([F:31])([F:29])[F:30])=[N:15][N:14]([CH2:13][C:12]([NH:11][C@H:10]([C:33]3[C:38]([C:39]4[CH:40]=[CH:41][C:42]([F:48])=[C:43]([CH:47]=4)[C:44]([NH2:46])=[O:45])=[CH:37][CH:36]=[CH:35][N:34]=3)[CH2:9][C:4]3[CH:5]=[C:6]([F:8])[CH:7]=[C:2]([F:1])[CH:3]=3)=[O:32])[CH:18]=2)[CH2:60][CH2:59][CH2:58][CH2:57][CH:56]=1.